Dataset: NCI-60 drug combinations with 297,098 pairs across 59 cell lines. Task: Regression. Given two drug SMILES strings and cell line genomic features, predict the synergy score measuring deviation from expected non-interaction effect. Drug 1: COC1=CC(=CC(=C1O)OC)C2C3C(COC3=O)C(C4=CC5=C(C=C24)OCO5)OC6C(C(C7C(O6)COC(O7)C8=CC=CS8)O)O. Drug 2: CC1=C(C=C(C=C1)C(=O)NC2=CC(=CC(=C2)C(F)(F)F)N3C=C(N=C3)C)NC4=NC=CC(=N4)C5=CN=CC=C5. Cell line: KM12. Synergy scores: CSS=33.5, Synergy_ZIP=-5.15, Synergy_Bliss=-2.08, Synergy_Loewe=3.87, Synergy_HSA=4.91.